Dataset: Peptide-MHC class II binding affinity with 134,281 pairs from IEDB. Task: Regression. Given a peptide amino acid sequence and an MHC pseudo amino acid sequence, predict their binding affinity value. This is MHC class II binding data. (1) The peptide sequence is ANWIEIMRIKKLTIT. The MHC is HLA-DPA10301-DPB10402 with pseudo-sequence HLA-DPA10301-DPB10402. The binding affinity (normalized) is 0.586. (2) The peptide sequence is KDKWIELKESWGAIW. The MHC is DRB1_1302 with pseudo-sequence DRB1_1302. The binding affinity (normalized) is 0.401. (3) The peptide sequence is NHILLENDMKFTVVV. The MHC is DRB1_1302 with pseudo-sequence DRB1_1302. The binding affinity (normalized) is 0.715. (4) The MHC is DRB5_0101 with pseudo-sequence DRB5_0101. The peptide sequence is CGSTDEYCSPDHNCQ. The binding affinity (normalized) is 0.248. (5) The peptide sequence is IAATAANAAPTNDKF. The MHC is HLA-DQA10101-DQB10501 with pseudo-sequence HLA-DQA10101-DQB10501. The binding affinity (normalized) is 0. (6) The peptide sequence is KNVFDDVVPEKYTIG. The MHC is HLA-DPA10201-DPB11401 with pseudo-sequence HLA-DPA10201-DPB11401. The binding affinity (normalized) is 0.0801.